Dataset: Reaction yield outcomes from USPTO patents with 853,638 reactions. Task: Predict the reaction yield, written as a fraction of the theoretical maximum amount of product (1.0 means a 100% yield; for example, 0.34 means a 34% yield). (1) The reactants are [Cl:1][C:2]1[CH:7]=[CH:6][CH:5]=[CH:4][C:3]=1[N:8]1[CH2:17][CH2:16][C:15]2[C:10](=[CH:11][CH:12]=[C:13]([OH:18])[CH:14]=2)[C:9]1=[O:19].N1C=CC=CC=1.[F:26][C:27]([F:40])([F:39])[S:28](O[S:28]([C:27]([F:40])([F:39])[F:26])(=[O:30])=[O:29])(=[O:30])=[O:29]. The catalyst is C(Cl)Cl. The product is [F:26][C:27]([F:40])([F:39])[S:28]([O:18][C:13]1[CH:14]=[C:15]2[C:10](=[CH:11][CH:12]=1)[C:9](=[O:19])[N:8]([C:3]1[CH:4]=[CH:5][CH:6]=[CH:7][C:2]=1[Cl:1])[CH2:17][CH2:16]2)(=[O:30])=[O:29]. The yield is 0.800. (2) The reactants are [NH2:1][C:2]1[C:24]([Cl:25])=[CH:23][C:5]([C:6]([O:8][CH2:9][CH:10]2[CH2:15][CH2:14][N:13](C(OC(C)(C)C)=O)[CH2:12][CH2:11]2)=[O:7])=[C:4]([O:26][CH3:27])[CH:3]=1.N. The catalyst is Cl.C1COCC1. The product is [NH2:1][C:2]1[C:24]([Cl:25])=[CH:23][C:5]([C:6]([O:8][CH2:9][CH:10]2[CH2:11][CH2:12][NH:13][CH2:14][CH2:15]2)=[O:7])=[C:4]([O:26][CH3:27])[CH:3]=1. The yield is 0.650. (3) The reactants are [Cl:1][C:2]1[CH:7]=[CH:6][C:5]([C:8]2[C:9]([O:18][C@@H:19]([CH3:24])[C:20]([F:23])([F:22])[F:21])=[N:10][CH:11]=[C:12]([CH:17]=2)[C:13]([O:15]C)=[O:14])=[CH:4][CH:3]=1.[OH-].[Li+]. The catalyst is O1CCCC1.O. The product is [Cl:1][C:2]1[CH:3]=[CH:4][C:5]([C:8]2[C:9]([O:18][C@@H:19]([CH3:24])[C:20]([F:23])([F:21])[F:22])=[N:10][CH:11]=[C:12]([CH:17]=2)[C:13]([OH:15])=[O:14])=[CH:6][CH:7]=1. The yield is 1.00. (4) The reactants are Cl.[S:2]1[C:10]2[CH2:9][CH2:8][NH:7][CH2:6][C:5]=2[CH:4]=[C:3]1[CH:11]=[O:12].[C:13](Cl)(=[O:15])[CH3:14]. The catalyst is C(Cl)Cl. The product is [C:13]([N:7]1[CH2:8][CH2:9][C:10]2[S:2][C:3]([CH:11]=[O:12])=[CH:4][C:5]=2[CH2:6]1)(=[O:15])[CH3:14]. The yield is 0.714. (5) The reactants are [CH3:1][S:2]([NH2:5])(=[O:4])=[O:3].[H-].[Na+].CS([C:12]1[N:13]=[C:14]([C:29]2[CH:34]=[CH:33][CH:32]=[CH:31][CH:30]=2)[C:15]2[CH:21]=[CH:20][C:19](=[O:22])[N:18]([C:23]3[CH:28]=[CH:27][CH:26]=[CH:25][CH:24]=3)[C:16]=2[N:17]=1)(=O)=O.O. The catalyst is CN(C=O)C. The product is [O:22]=[C:19]1[N:18]([C:23]2[CH:28]=[CH:27][CH:26]=[CH:25][CH:24]=2)[C:16]2[N:17]=[C:12]([NH:5][S:2]([CH3:1])(=[O:4])=[O:3])[N:13]=[C:14]([C:29]3[CH:34]=[CH:33][CH:32]=[CH:31][CH:30]=3)[C:15]=2[CH:21]=[CH:20]1. The yield is 0.510. (6) The reactants are [NH2:1][C:2]1[N:3]=[C:4]2[CH:9]=[CH:8][C:7]([O:10][C:11]3[CH:12]=[C:13]([NH:17][C:18](=[O:29])[C:19]4[CH:24]=[CH:23][CH:22]=[C:21]([C:25]([F:28])([F:27])[F:26])[CH:20]=4)[CH:14]=[CH:15][CH:16]=3)=[N:6][N:5]2[CH:30]=1.C(N(CC)CC)C.[C:38]([O:41][CH2:42][C:43](Cl)=[O:44])(=[O:40])[CH3:39]. The catalyst is O1CCCC1. The product is [C:38]([O:41][CH2:42][C:43](=[O:44])[NH:1][C:2]1[N:3]=[C:4]2[CH:9]=[CH:8][C:7]([O:10][C:11]3[CH:16]=[CH:15][CH:14]=[C:13]([NH:17][C:18](=[O:29])[C:19]4[CH:24]=[CH:23][CH:22]=[C:21]([C:25]([F:28])([F:27])[F:26])[CH:20]=4)[CH:12]=3)=[N:6][N:5]2[CH:30]=1)(=[O:40])[CH3:39]. The yield is 0.800. (7) The reactants are [CH3:1][C:2]1[N:3]=[C:4]([NH:12][C:13](=[O:15])[CH3:14])[S:5][C:6]=1[C:7]1[CH:8]=[N:9][NH:10][CH:11]=1.C(N1C=C(C2SC(NC(=O)C)=NC=2C)C=N1)C1C=CC=CC=1.C(N(CC)C(C)C)(C)C.[Cl:47][C:48]1[N:53]=[CH:52][C:51]([S:54](Cl)(=[O:56])=[O:55])=[CH:50][CH:49]=1. The catalyst is C(Cl)Cl.CN(C=O)C. The product is [Cl:47][C:48]1[N:53]=[CH:52][C:51]([S:54]([N:10]2[CH:11]=[C:7]([C:6]3[S:5][C:4]([NH:12][C:13](=[O:15])[CH3:14])=[N:3][C:2]=3[CH3:1])[CH:8]=[N:9]2)(=[O:56])=[O:55])=[CH:50][CH:49]=1. The yield is 0.150. (8) The reactants are Cl.[Cl:2][C:3]1[CH:4]=[C:5]([CH2:8][O:9][CH:10]2[CH2:13][NH:12][CH2:11]2)[S:6][CH:7]=1.CCN=C=NCCCN(C)C.C1C=CC2N(O)N=NC=2C=1.C(N(C(C)C)CC)(C)C.Cl.[O:45]=[C:46]1[NH:55][C:54]2[N:53]=[CH:52][C:51](/[CH:56]=[CH:57]/[C:58](O)=[O:59])=[CH:50][C:49]=2[CH2:48][CH2:47]1. The catalyst is CN(C)C=O.O.C(OCC)(=O)C. The product is [Cl:2][C:3]1[CH:4]=[C:5]([CH2:8][O:9][CH:10]2[CH2:11][N:12]([C:58](=[O:59])/[CH:57]=[CH:56]/[C:51]3[CH:50]=[C:49]4[C:54](=[N:53][CH:52]=3)[NH:55][C:46](=[O:45])[CH2:47][CH2:48]4)[CH2:13]2)[S:6][CH:7]=1. The yield is 0.230. (9) The reactants are [Cl:1][C:2]1[N:7]=[C:6](Cl)[C:5]([Cl:9])=[CH:4][N:3]=1.[NH2:10][CH:11]1[CH2:16][CH2:15][N:14]([C:17]([O:19][C:20]([CH3:23])([CH3:22])[CH3:21])=[O:18])[CH2:13][CH2:12]1. The catalyst is C(O)C. The product is [C:20]([O:19][C:17]([N:14]1[CH2:15][CH2:16][CH:11]([NH:10][C:6]2[C:5]([Cl:9])=[CH:4][N:3]=[C:2]([Cl:1])[N:7]=2)[CH2:12][CH2:13]1)=[O:18])([CH3:23])([CH3:21])[CH3:22]. The yield is 0.850. (10) The reactants are [CH3:1][CH:2]([NH:4][C:5]([C:7]1[CH:24]=[CH:23][C:10]2[CH2:11][CH2:12][N:13]([C:16]([O:18][C:19]([CH3:22])([CH3:21])[CH3:20])=[O:17])[CH2:14][CH2:15][C:9]=2[CH:8]=1)=[O:6])[CH3:3].[Li]C(C)(C)C.CN([CH:33]=[O:34])C. The catalyst is C1COCC1. The product is [OH:34][CH:33]1[C:24]2[CH:23]=[C:10]3[CH2:11][CH2:12][N:13]([C:16]([O:18][C:19]([CH3:22])([CH3:21])[CH3:20])=[O:17])[CH2:14][CH2:15][C:9]3=[CH:8][C:7]=2[C:5](=[O:6])[N:4]1[CH:2]([CH3:1])[CH3:3]. The yield is 0.970.